This data is from Catalyst prediction with 721,799 reactions and 888 catalyst types from USPTO. The task is: Predict which catalyst facilitates the given reaction. (1) Reactant: O1CCCC1.C([O:8][C:9](=O)[C:10]1[CH:15]=[CH:14][C:13]([CH2:16][CH2:17][CH:18]2[CH2:22][CH2:21][CH2:20][O:19]2)=[CH:12][C:11]=1CC)C.[H-].C([Al+]CC(C)C)C(C)C.C(C(C(C([O-])=O)O)O)([O-])=O.[Na+].[K+]. Product: [O:19]1[CH2:20][CH2:21][CH2:22][CH:18]1[CH2:17][CH2:16][C:13]1[CH:12]=[CH:11][C:10]([CH2:9][OH:8])=[CH:15][CH:14]=1. The catalyst class is: 13. (2) Reactant: [CH3:1][C:2]1[N:3]=[C:4]2[CH:9]=[CH:8][C:7]([C:10]([O:12]C)=[O:11])=[CH:6][N:5]2[C:14]=1[C:15]1[CH:20]=[CH:19][CH:18]=[CH:17][CH:16]=1.[OH-].[Li+].O.Cl. Product: [CH3:1][C:2]1[N:3]=[C:4]2[CH:9]=[CH:8][C:7]([C:10]([OH:12])=[O:11])=[CH:6][N:5]2[C:14]=1[C:15]1[CH:20]=[CH:19][CH:18]=[CH:17][CH:16]=1. The catalyst class is: 214. (3) Reactant: [CH3:1][O:2][C:3]1[C:11]2[O:10][CH:9]=[C:8]([CH2:12][C:13]([CH3:15])=O)[C:7]=2[CH:6]=[CH:5][CH:4]=1.[N:16]1([C:22]2[CH:23]=[CH:24][CH:25]=[C:26]3[C:31]=2[N:30]=[CH:29][CH:28]=[CH:27]3)[CH2:21][CH2:20][NH:19][CH2:18][CH2:17]1.C(O[BH-](OC(=O)C)OC(=O)C)(=O)C.[Na+].C([O-])(O)=O.[Na+]. Product: [CH3:1][O:2][C:3]1[C:11]2[O:10][CH:9]=[C:8]([CH2:12][CH:13]([N:19]3[CH2:20][CH2:21][N:16]([C:22]4[CH:23]=[CH:24][CH:25]=[C:26]5[C:31]=4[N:30]=[CH:29][CH:28]=[CH:27]5)[CH2:17][CH2:18]3)[CH3:15])[C:7]=2[CH:6]=[CH:5][CH:4]=1. The catalyst class is: 478. (4) Reactant: Cl[C:2]1[CH:10]=[CH:9][C:8]([S:11]([CH3:14])(=[O:13])=[O:12])=[CH:7][C:3]=1[C:4]([OH:6])=[O:5]. Product: [CH2:4]([O:5][C:2]1[CH:10]=[CH:9][C:8]([S:11]([CH3:14])(=[O:13])=[O:12])=[CH:7][C:3]=1[C:4]([OH:6])=[O:5])[CH:3]([CH3:7])[CH3:2]. The catalyst class is: 619. (5) Reactant: [OH:1][C:2]1[C:7](=[O:8])[NH:6][C:5]([C:9]2[CH:16]=[CH:15][C:12]([C:13]#[N:14])=[CH:11][CH:10]=2)=[N:4][CH:3]=1.[N-:17]=[N+:18]=[N-:19].[Na+]. The catalyst class is: 640. Product: [NH:17]1[C:13]([C:12]2[CH:11]=[CH:10][C:9]([C:5]3[NH:6][C:7](=[O:8])[C:2]([OH:1])=[CH:3][N:4]=3)=[CH:16][CH:15]=2)=[N:14][N:19]=[N:18]1. (6) Reactant: [Br:1][C:2]1[CH:3]=[C:4]2[C:9](=[CH:10][CH:11]=1)[N:8]=[N:7][CH:6]=[C:5]2Cl.[CH2:13]([N:20]1[CH2:25][CH2:24][NH:23][CH2:22][CH2:21]1)[C:14]1[CH:19]=[CH:18][CH:17]=[CH:16][CH:15]=1.CCN(C(C)C)C(C)C. Product: [CH2:13]([N:20]1[CH2:25][CH2:24][N:23]([C:5]2[C:4]3[C:9](=[CH:10][CH:11]=[C:2]([Br:1])[CH:3]=3)[N:8]=[N:7][CH:6]=2)[CH2:22][CH2:21]1)[C:14]1[CH:15]=[CH:16][CH:17]=[CH:18][CH:19]=1. The catalyst class is: 41.